Dataset: Forward reaction prediction with 1.9M reactions from USPTO patents (1976-2016). Task: Predict the product of the given reaction. (1) The product is: [CH:3]1[C:4]2[C:5]3[C:10](=[CH:9][CH:8]=[CH:7][CH:6]=3)[C:11]3[C:16](=[CH:15][CH:14]=[CH:13][CH:12]=3)[C:17]=2[CH:18]=[CH:19][C:2]=1[C:32]1[C:26]2[S:25][C:24]3[CH:23]=[CH:22][CH:21]=[CH:20][C:28]=3[C:27]=2[CH:29]=[CH:30][CH:31]=1. Given the reactants Br[C:2]1[CH:19]=[CH:18][C:17]2[C:16]3[C:11](=[CH:12][CH:13]=[CH:14][CH:15]=3)[C:10]3[C:5](=[CH:6][CH:7]=[CH:8][CH:9]=3)[C:4]=2[CH:3]=1.[CH:20]1[C:28]2[C:27]3[CH:29]=[CH:30][CH:31]=[CH:32][C:26]=3[S:25][C:24]=2[C:23](B(O)O)=[CH:22][CH:21]=1.C(=O)([O-])[O-].[K+].[K+].C1(C)C=CC=CC=1, predict the reaction product. (2) Given the reactants [Br:1][C:2]1[CH:7]=[CH:6][C:5]([CH:8]([OH:16])[CH:9]([OH:15])[C:10]([O:12][CH2:13][CH3:14])=[O:11])=[CH:4][CH:3]=1.CO[C:19](OC)([CH3:21])[CH3:20].CC1C=CC(S(O)(=O)=O)=CC=1, predict the reaction product. The product is: [Br:1][C:2]1[CH:7]=[CH:6][C:5]([CH:8]2[O:16][C:19]([CH3:21])([CH3:20])[O:15][CH:9]2[C:10]([O:12][CH2:13][CH3:14])=[O:11])=[CH:4][CH:3]=1.